From a dataset of Peptide-MHC class II binding affinity with 134,281 pairs from IEDB. Regression. Given a peptide amino acid sequence and an MHC pseudo amino acid sequence, predict their binding affinity value. This is MHC class II binding data. The peptide sequence is TPAAPAGAEPAGKAT. The MHC is DRB5_0101 with pseudo-sequence DRB5_0101. The binding affinity (normalized) is 0.240.